From a dataset of Full USPTO retrosynthesis dataset with 1.9M reactions from patents (1976-2016). Predict the reactants needed to synthesize the given product. (1) Given the product [CH2:11]([N:18]1[C:22]2[C:23](=[O:34])[N:24]([CH2:27][C:28]3[CH:29]=[CH:30][CH:31]=[CH:32][CH:33]=3)[CH:25]=[CH:26][C:21]=2[N:20]=[C:19]1[N:5]1[CH2:10][CH2:9][NH:8][CH2:7][CH2:6]1)[C:12]1[CH:17]=[CH:16][CH:15]=[CH:14][CH:13]=1, predict the reactants needed to synthesize it. The reactants are: C(O)(=O)C.[NH:5]1[CH2:10][CH2:9][NH:8][CH2:7][CH2:6]1.[CH2:11]([N:18]1[C:22]2[C:23](=[O:34])[N:24]([CH2:27][C:28]3[CH:33]=[CH:32][CH:31]=[CH:30][CH:29]=3)[CH:25]=[CH:26][C:21]=2[N:20]=[C:19]1S(C)(=O)=O)[C:12]1[CH:17]=[CH:16][CH:15]=[CH:14][CH:13]=1.N. (2) Given the product [Cl:1][C:2]1[CH:3]=[CH:4][C:5]([C:8]2[C:12]([CH2:13][O:14][C:15]3[CH:23]=[CH:22][C:18]([C:19]([NH2:49])=[O:21])=[C:17]([C:36]([CH3:37])([CH3:32])[CH2:35][OH:34])[N:16]=3)=[C:11]([CH3:24])[O:10][N:9]=2)=[N:6][CH:7]=1, predict the reactants needed to synthesize it. The reactants are: [Cl:1][C:2]1[CH:3]=[CH:4][C:5]([C:8]2[C:12]([CH2:13][O:14][C:15]3[CH:23]=[CH:22][C:18]([C:19]([OH:21])=O)=[CH:17][N:16]=3)=[C:11]([CH3:24])[O:10][N:9]=2)=[N:6][CH:7]=1.ClC1C=C([C:32]2[C:36]([CH2:37]OC3C=CC(C(O)=O)=CN=3)=[C:35](C)[O:34]N=2)C=CC=1.[NH2:49]C(C)(C)CO. (3) Given the product [CH2:34]([C@H:2]([NH:1][C:47](=[O:48])[C@H:46]([C:50]([CH3:52])([CH3:51])[CH3:53])[NH:45][C:43](=[O:44])[O:42][CH3:41])[CH2:3][C@H:4]([OH:33])[C@H:5]([CH2:6][C:7]1[CH:12]=[CH:11][C:10]([C:13]2[CH:18]=[CH:17][C:16]([CH3:19])=[CH:15][N:14]=2)=[CH:9][CH:8]=1)[NH:20][C:21](=[O:22])[C@@H:23]([NH:28][C:29](=[O:32])[O:30][CH3:31])[C:24]([CH3:26])([CH3:25])[CH3:27])[C:35]1[CH:36]=[CH:37][CH:38]=[CH:39][CH:40]=1, predict the reactants needed to synthesize it. The reactants are: [NH2:1][C@@H:2]([CH2:34][C:35]1[CH:40]=[CH:39][CH:38]=[CH:37][CH:36]=1)[CH2:3][C@H:4]([OH:33])[C@@H:5]([NH:20][C:21]([C@@H:23]([NH:28][C:29](=[O:32])[O:30][CH3:31])[C:24]([CH3:27])([CH3:26])[CH3:25])=[O:22])[CH2:6][C:7]1[CH:12]=[CH:11][C:10]([C:13]2[CH:18]=[CH:17][C:16]([CH3:19])=[CH:15][N:14]=2)=[CH:9][CH:8]=1.[CH3:41][O:42][C:43]([NH:45][C@@H:46]([C:50]([CH3:53])([CH3:52])[CH3:51])[C:47](O)=[O:48])=[O:44].CCOP(ON1N=NC2C=CC=CC=2C1=O)(OCC)=O.C(N(CC)C(C)C)(C)C. (4) Given the product [OH:42][C:41]1[C:30]2[C:31](=[CH:32][CH:33]=[C:28]([C:26]#[N:27])[CH:29]=2)[N:34]=[CH:35][CH:36]=1, predict the reactants needed to synthesize it. The reactants are: C1(C2C=CC=CC=2)C=CC=CC=1.C1(OC2C=CC=CC=2)C=CC=CC=1.[C:26]([C:28]1[CH:33]=[CH:32][C:31]([NH:34][CH:35]=[C:36]2[C:41](=[O:42])OC(C)(C)OC2=O)=[CH:30][CH:29]=1)#[N:27]. (5) Given the product [F:31][C:29]1[CH:28]=[CH:27][C:25]2[S:26][C:22]([S:19]([NH:1][C:2]3[CH:11]=[CH:10][C:5]([C:6]([O:8][CH3:9])=[O:7])=[CH:4][C:3]=3[S:12]([CH3:15])(=[O:14])=[O:13])(=[O:20])=[O:21])=[C:23]([CH3:32])[C:24]=2[CH:30]=1, predict the reactants needed to synthesize it. The reactants are: [NH2:1][C:2]1[CH:11]=[CH:10][C:5]([C:6]([O:8][CH3:9])=[O:7])=[CH:4][C:3]=1[S:12]([CH3:15])(=[O:14])=[O:13].[H-].[Na+].Cl[S:19]([C:22]1[S:26][C:25]2[CH:27]=[CH:28][C:29]([F:31])=[CH:30][C:24]=2[C:23]=1[CH3:32])(=[O:21])=[O:20]. (6) Given the product [Cl:1][C:2]1[CH:3]=[CH:4][C:5]2[N:6]([C:10]([CH2:11][C:12]3[CH:13]=[C:14]4[C:19](=[CH:20][CH:21]=3)[N:18]=[CH:17][CH:16]=[CH:15]4)=[N:9][N:8]=2)[N:7]=1, predict the reactants needed to synthesize it. The reactants are: [Cl:1][C:2]1[N:7]=[N:6][C:5]([NH:8][NH:9][C:10](=O)[CH2:11][C:12]2[CH:13]=[C:14]3[C:19](=[CH:20][CH:21]=2)[N:18]=[CH:17][CH:16]=[CH:15]3)=[CH:4][CH:3]=1.